Predict the reactants needed to synthesize the given product. From a dataset of Full USPTO retrosynthesis dataset with 1.9M reactions from patents (1976-2016). (1) The reactants are: [CH3:1][C:2]1[CH:3]=[CH:4][C:5]([OH:24])=[C:6]([C@@H:8]([C:18]2[CH:19]=[CH:20][CH:21]=[CH:22][CH:23]=2)[CH2:9][CH2:10][N:11]([CH:15]([CH3:17])[CH3:16])[CH:12]([CH3:14])[CH3:13])[CH:7]=1.[C:25]([OH:37])(=[O:36])[CH2:26][NH:27][C:28]([C:30]1[CH:35]=[CH:34][CH:33]=[CH:32][CH:31]=1)=[O:29]. Given the product [CH3:1][C:2]1[CH:3]=[CH:4][C:5]([OH:24])=[C:6]([C@@H:8]([C:18]2[CH:19]=[CH:20][CH:21]=[CH:22][CH:23]=2)[CH2:9][CH2:10][N:11]([CH:12]([CH3:14])[CH3:13])[CH:15]([CH3:16])[CH3:17])[CH:7]=1.[C:25]([O-:37])(=[O:36])[CH2:26][NH:27][C:28]([C:30]1[CH:31]=[CH:32][CH:33]=[CH:34][CH:35]=1)=[O:29], predict the reactants needed to synthesize it. (2) Given the product [Br:1][C:2]1[CH:3]=[N:4][N:5]2[CH:10]=[CH:9][C:8]([N:11]3[CH2:16][CH2:15][N:14]([C:17]4[N:28]=[C:34]([CH:35]([CH3:37])[CH3:36])[O:39][N:18]=4)[CH2:13][CH2:12]3)=[N:7][C:6]=12, predict the reactants needed to synthesize it. The reactants are: [Br:1][C:2]1[CH:3]=[N:4][N:5]2[CH:10]=[CH:9][C:8]([N:11]3[CH2:16][CH2:15][N:14]([C:17]#[N:18])[CH2:13][CH2:12]3)=[N:7][C:6]=12.C(=O)([O-])[O-].[Na+].[Na+].Cl.NO.[N:28]1C=CC=CC=1.[C:34]([O:39]C(=O)C(C)C)(=O)[CH:35]([CH3:37])[CH3:36]. (3) Given the product [CH3:1][C:2]1[S:6][C:5]([C:7]2[CH:12]=[CH:11][N:10]=[CH:9][C:8]=2[N:13]2[CH2:14][CH2:15][CH:16]([C:19]([N:45]3[CH2:44][CH2:43][CH2:42][C@@H:40]3[C:41]#[N:46])=[O:21])[CH2:17][CH2:18]2)=[N:4][N:3]=1, predict the reactants needed to synthesize it. The reactants are: [CH3:1][C:2]1[S:6][C:5]([C:7]2[CH:12]=[CH:11][N:10]=[CH:9][C:8]=2[N:13]2[CH2:18][CH2:17][CH:16]([C:19]([OH:21])=O)[CH2:15][CH2:14]2)=[N:4][N:3]=1.CCN(C(C)C)C(C)C.CN(C(ON1N=[N:46][C:41]2[CH:42]=[CH:43][CH:44]=[N:45][C:40]1=2)=[N+](C)C)C.F[P-](F)(F)(F)(F)F.Cl.N1CCC[C@@H]1C#N. (4) The reactants are: Cl.[Cl:2][C:3]1[CH:11]=[C:10]2[C:6]([CH2:7][CH2:8][C@H:9]2[NH2:12])=[C:5]([F:13])[CH:4]=1.[CH:14](=O)[C:15]1[CH:20]=[CH:19][CH:18]=[CH:17][CH:16]=1.[CH2:22]([O:29][C:30]([N:32]1[CH2:37][CH2:36][N:35]2[C:38]([C:41]([OH:43])=O)=[CH:39][N:40]=[C:34]2[CH2:33]1)=[O:31])[C:23]1[CH:28]=[CH:27][CH:26]=[CH:25][CH:24]=1.C1(C2CCC([N+:56]#[C-:57])=CC2)C=CC=CC=1.C[OH:59]. Given the product [CH2:22]([O:29][C:30]([N:32]1[CH2:37][CH2:36][N:35]2[C:38]([C:41](=[O:43])[N:12]([C@@H:14]([C:57](=[O:59])[NH2:56])[C:15]3[CH:20]=[CH:19][CH:18]=[CH:17][CH:16]=3)[C@H:9]3[C:10]4[C:6](=[C:5]([F:13])[CH:4]=[C:3]([Cl:2])[CH:11]=4)[CH2:7][CH2:8]3)=[CH:39][N:40]=[C:34]2[CH2:33]1)=[O:31])[C:23]1[CH:28]=[CH:27][CH:26]=[CH:25][CH:24]=1, predict the reactants needed to synthesize it. (5) Given the product [F:40][C@@H:35]1[C@H:36]([OH:39])[CH2:37][CH2:38][N:33]([C:29]2[N:28]=[C:27]([NH:26][C:2]3[N:7]=[CH:6][C:5]4[N:8]=[C:9]([C@H:17]([O:19][CH:20]5[CH2:25][CH2:24][CH2:23][CH2:22][O:21]5)[CH3:18])[N:10]([C@@H:11]([CH3:16])[C:12]([F:15])([F:14])[F:13])[C:4]=4[CH:3]=3)[CH:32]=[CH:31][N:30]=2)[CH2:34]1, predict the reactants needed to synthesize it. The reactants are: Cl[C:2]1[N:7]=[CH:6][C:5]2[N:8]=[C:9]([C@H:17]([O:19][CH:20]3[CH2:25][CH2:24][CH2:23][CH2:22][O:21]3)[CH3:18])[N:10]([C@@H:11]([CH3:16])[C:12]([F:15])([F:14])[F:13])[C:4]=2[CH:3]=1.[NH2:26][C:27]1[CH:32]=[CH:31][N:30]=[C:29]([N:33]2[CH2:38][CH2:37][C@@H:36]([OH:39])[C@@H:35]([F:40])[CH2:34]2)[N:28]=1.C1(P(C2CCCCC2)C2C=CC=CC=2C2C(C(C)C)=CC(C(C)C)=CC=2C(C)C)CCCCC1.C(=O)([O-])[O-].[Cs+].[Cs+]. (6) Given the product [CH2:15]([O:17][C:18](=[O:29])[CH2:19][CH2:20][C:21]1[CH:22]=[CH:23][C:24]([C:27]2[NH:6][C:4](=[O:5])[C:3]3[C:2](=[CH:10][C:9]([O:11][CH3:12])=[CH:8][C:7]=3[O:13][CH3:14])[N:1]=2)=[CH:25][CH:26]=1)[CH3:16], predict the reactants needed to synthesize it. The reactants are: [NH2:1][C:2]1[CH:10]=[C:9]([O:11][CH3:12])[CH:8]=[C:7]([O:13][CH3:14])[C:3]=1[C:4]([NH2:6])=[O:5].[CH2:15]([O:17][C:18](=[O:29])[CH2:19][CH2:20][C:21]1[CH:26]=[CH:25][C:24]([CH:27]=O)=[CH:23][CH:22]=1)[CH3:16].S(=O)(O)[O-].[Na+].C1(C)C=CC(S(O)(=O)=O)=CC=1. (7) The reactants are: O.[F-].C([N+](C)(C)C)C1C=CC=CC=1.[CH2:14]([C:21]1([N:47]([CH3:49])[CH3:48])[CH2:26][CH2:25][CH:24]([CH2:27][O:28][CH2:29][C:30]2[C:38]3[C:33](=[CH:34][CH:35]=[C:36]([F:39])[CH:37]=3)[NH:32][C:31]=2[Si](CC)(CC)CC)[CH2:23][CH2:22]1)[C:15]1[CH:20]=[CH:19][CH:18]=[CH:17][CH:16]=1. Given the product [CH2:14]([C:21]1([N:47]([CH3:48])[CH3:49])[CH2:22][CH2:23][CH:24]([CH2:27][O:28][CH2:29][C:30]2[C:38]3[C:33](=[CH:34][CH:35]=[C:36]([F:39])[CH:37]=3)[NH:32][CH:31]=2)[CH2:25][CH2:26]1)[C:15]1[CH:20]=[CH:19][CH:18]=[CH:17][CH:16]=1, predict the reactants needed to synthesize it. (8) Given the product [Cl:17][C:18]1[CH:25]=[CH:24][C:21]([CH2:22][N:1]2[C:9]3[C:4](=[CH:5][CH:6]=[CH:7][CH:8]=3)[CH:3]=[C:2]2[C:10]([O:12][CH2:13][CH3:14])=[O:11])=[CH:20][CH:19]=1, predict the reactants needed to synthesize it. The reactants are: [NH:1]1[C:9]2[C:4](=[CH:5][CH:6]=[CH:7][CH:8]=2)[CH:3]=[C:2]1[C:10]([O:12][CH2:13][CH3:14])=[O:11].[H-].[Na+].[Cl:17][C:18]1[CH:25]=[CH:24][C:21]([CH2:22]Cl)=[CH:20][CH:19]=1. (9) Given the product [NH2:2][CH2:1][C:3]1[CH:4]=[C:5]([CH2:9][S:10]([NH:13][CH3:14])(=[O:12])=[O:11])[CH:6]=[CH:7][CH:8]=1, predict the reactants needed to synthesize it. The reactants are: [C:1]([C:3]1[CH:4]=[C:5]([CH2:9][S:10]([NH:13][CH3:14])(=[O:12])=[O:11])[CH:6]=[CH:7][CH:8]=1)#[N:2].B.C1COCC1.Cl.[OH-].[Na+]. (10) The reactants are: [OH:1][C:2]1[CH:3]=[C:4]([CH:9]=[CH:10][C:11]=1[C:12]#[C:13][Si](C)(C)C)[C:5]([O:7][CH3:8])=[O:6].C(O)=[O:19]. Given the product [C:12]([C:11]1[CH:10]=[CH:9][C:4]([C:5]([O:7][CH3:8])=[O:6])=[CH:3][C:2]=1[OH:1])(=[O:19])[CH3:13], predict the reactants needed to synthesize it.